Dataset: Full USPTO retrosynthesis dataset with 1.9M reactions from patents (1976-2016). Task: Predict the reactants needed to synthesize the given product. (1) The reactants are: [NH2:1][C:2]1[CH:7]=[CH:6][C:5]([F:8])=[CH:4][N:3]=1.CCN(C(C)C)C(C)C.[Cl:18][CH2:19][C:20](Cl)=[O:21]. Given the product [Cl:18][CH2:19][C:20]([NH:1][C:2]1[CH:7]=[CH:6][C:5]([F:8])=[CH:4][N:3]=1)=[O:21], predict the reactants needed to synthesize it. (2) Given the product [C:46]([O:45][C:44]([N:43]([C:11]1[C:10]([O:9][CH2:8][C@@H:7]([N:6]([CH3:60])[C:1](=[O:5])[C:2]#[C:3][CH3:4])[CH3:58])=[C:15]([C:16]2[CH:21]=[C:20]([F:22])[CH:19]=[C:18]([N:23]([C:35]([O:37][C:38]([CH3:39])([CH3:40])[CH3:41])=[O:36])[C:24](=[O:34])[C:25]3[CH:26]=[CH:27][C:28]([CH:31]4[CH2:32][CH2:33]4)=[CH:29][CH:30]=3)[C:17]=2[CH3:42])[N:14]=[CH:13][N:12]=1)[C:51](=[O:52])[O:53][C:54]([CH3:57])([CH3:56])[CH3:55])=[O:50])([CH3:47])([CH3:49])[CH3:48], predict the reactants needed to synthesize it. The reactants are: [C:1]([NH:6][C@@H:7]([CH3:58])[CH2:8][O:9][C:10]1[C:11]([N:43]([C:51]([O:53][C:54]([CH3:57])([CH3:56])[CH3:55])=[O:52])[C:44](=[O:50])[O:45][C:46]([CH3:49])([CH3:48])[CH3:47])=[N:12][CH:13]=[N:14][C:15]=1[C:16]1[CH:21]=[C:20]([F:22])[CH:19]=[C:18]([N:23]([C:35]([O:37][C:38]([CH3:41])([CH3:40])[CH3:39])=[O:36])[C:24](=[O:34])[C:25]2[CH:30]=[CH:29][C:28]([CH:31]3[CH2:33][CH2:32]3)=[CH:27][CH:26]=2)[C:17]=1[CH3:42])(=[O:5])[C:2]#[C:3][CH3:4].I[CH3:60].[H-].[Na+].Cl. (3) The reactants are: C([O:5][C:6]([C:8]1[CH:9]=[C:10]2[C:14](=[CH:15][CH:16]=1)[N:13]([CH2:17][C:18](=[O:35])[CH2:19][O:20][C:21]1[CH:26]=[CH:25][C:24]([CH2:27][CH2:28][CH2:29][CH2:30][CH2:31][CH2:32][CH2:33][CH3:34])=[CH:23][CH:22]=1)[CH:12]=[CH:11]2)=[O:7])(C)(C)C.FC(F)(F)C(O)=O. Given the product [CH2:27]([C:24]1[CH:23]=[CH:22][C:21]([O:20][CH2:19][C:18](=[O:35])[CH2:17][N:13]2[C:14]3[C:10](=[CH:9][C:8]([C:6]([OH:7])=[O:5])=[CH:16][CH:15]=3)[CH:11]=[CH:12]2)=[CH:26][CH:25]=1)[CH2:28][CH2:29][CH2:30][CH2:31][CH2:32][CH2:33][CH3:34], predict the reactants needed to synthesize it. (4) Given the product [CH2:16]([O:15][N:7]1[CH2:8][CH2:9][CH2:10][CH2:11][CH2:12][C:13]1=[NH:14])[C:17]1[CH:22]=[CH:21][CH:20]=[CH:19][CH:18]=1, predict the reactants needed to synthesize it. The reactants are: C(OC(=O)[N:7]([O:15][CH2:16][C:17]1[CH:22]=[CH:21][CH:20]=[CH:19][CH:18]=1)[CH2:8][CH2:9][CH2:10][CH2:11][CH2:12][C:13]#[N:14])(C)(C)C.BrCCCCCC#N. (5) Given the product [F:35][C:32]1[CH:33]=[CH:34][C:29]([CH2:28][N:7]2[C:8]3[CH:9]=[N:10][C:11]4[C:12](=[O:27])[N:13]([OH:18])[CH2:14][CH2:15][C:16]=4[C:17]=3[C:5]([CH2:37][OH:38])=[CH:6]2)=[CH:30][CH:31]=1, predict the reactants needed to synthesize it. The reactants are: CN(C[C:5]1[C:17]2[C:16]3[CH2:15][CH2:14][N:13]([O:18]COCC[Si](C)(C)C)[C:12](=[O:27])[C:11]=3[N:10]=[CH:9][C:8]=2[N:7]([CH2:28][C:29]2[CH:34]=[CH:33][C:32]([F:35])=[CH:31][CH:30]=2)[CH:6]=1)C.Cl[C:37](OC1C=CC=CC=1)=[O:38]. (6) Given the product [C:22]([C:24]1([NH:27][S:11]([C:1]2[C:10]3[C:5](=[CH:6][CH:7]=[CH:8][CH:9]=3)[CH:4]=[CH:3][CH:2]=2)(=[O:13])=[O:12])[CH2:26][CH2:25]1)#[N:23], predict the reactants needed to synthesize it. The reactants are: [C:1]1([S:11](Cl)(=[O:13])=[O:12])[C:10]2[C:5](=[CH:6][CH:7]=[CH:8][CH:9]=2)[CH:4]=[CH:3][CH:2]=1.C(N(CC)CC)C.[C:22]([C:24]1([NH2:27])[CH2:26][CH2:25]1)#[N:23].C(=O)(O)[O-].[Na+]. (7) The reactants are: [CH2:1]([NH:3][CH2:4][C:5]1[C:6]([CH3:12])=[C:7]([CH:9]=[CH:10][CH:11]=1)[NH2:8])[CH3:2].[C:21](O[C:21]([O:23][C:24]([CH3:27])([CH3:26])[CH3:25])=[O:22])([O:23][C:24]([CH3:27])([CH3:26])[CH3:25])=[O:22]. Given the product [NH:8]([C:7]1[C:6]([CH3:12])=[C:5]([CH:11]=[CH:10][CH:9]=1)[CH2:4][N:3]([CH2:1][CH3:2])[C:21](=[O:22])[O:23][C:24]([CH3:25])([CH3:26])[CH3:27])[C:5]1[CH:6]=[CH:7][CH:9]=[CH:10][CH:11]=1, predict the reactants needed to synthesize it. (8) Given the product [CH3:11][O:10][C:4]1[CH:3]=[C:2]([OH:1])[CH:9]=[CH:8][C:5]=1[CH2:6][N:12]1[CH2:17][CH2:16][O:15][CH2:14][CH2:13]1, predict the reactants needed to synthesize it. The reactants are: [OH:1][C:2]1[CH:9]=[CH:8][C:5]([CH:6]=O)=[C:4]([O:10][CH3:11])[CH:3]=1.[NH:12]1[CH2:17][CH2:16][O:15][CH2:14][CH2:13]1.C(O[BH-](OC(=O)C)OC(=O)C)(=O)C.[Na+].C([O-])(O)=O.[Na+]. (9) Given the product [ClH:50].[F:47][C:25]1[CH:24]=[C:23]([O:22][C:20]2[CH:19]=[CH:18][N:17]=[C:16]([C:14]3[CH:13]=[N:12][N:11]([CH2:10][CH2:9][OH:8])[CH:15]=3)[CH:21]=2)[C:28]([F:29])=[CH:27][C:26]=1[NH:30][C:31]([C:33]1[C:34](=[O:46])[N:35]([C:39]2[CH:40]=[CH:41][C:42]([F:45])=[CH:43][CH:44]=2)[CH:36]=[CH:37][CH:38]=1)=[O:32], predict the reactants needed to synthesize it. The reactants are: [Si]([O:8][CH2:9][CH2:10][N:11]1[CH:15]=[C:14]([C:16]2[CH:21]=[C:20]([O:22][C:23]3[C:28]([F:29])=[CH:27][C:26]([NH:30][C:31]([C:33]4[C:34](=[O:46])[N:35]([C:39]5[CH:44]=[CH:43][C:42]([F:45])=[CH:41][CH:40]=5)[CH:36]=[CH:37][CH:38]=4)=[O:32])=[C:25]([F:47])[CH:24]=3)[CH:19]=[CH:18][N:17]=2)[CH:13]=[N:12]1)(C(C)(C)C)(C)C.CO.[ClH:50]. (10) Given the product [CH3:4][O:5][C:6]1[CH:32]=[C:31]2[C:9](=[CH:11][CH:12]=1)[NH:10][C@@H:17]([CH3:18])[C@H:16]([CH3:21])[C@H:30]2[NH:33][C:34](=[O:43])[O:35][CH2:36][C:37]1[CH:38]=[CH:39][CH:40]=[CH:41][CH:42]=1, predict the reactants needed to synthesize it. The reactants are: C(=O)C.[CH3:4][O:5][C:6]1[CH:12]=[CH:11][C:9]([NH2:10])=CC=1.P(O)(O[C:16]1[CH:21]=CC=[CH:18][CH:17]=1)(O[C:16]1[CH:21]=CC=[CH:18][CH:17]=1)=O.[CH:30](/[NH:33][C:34](=[O:43])[O:35][CH2:36][C:37]1[CH:42]=[CH:41][CH:40]=[CH:39][CH:38]=1)=[CH:31]\[CH3:32].